Predict the reaction yield, written as a fraction of the theoretical maximum amount of product (1.0 means a 100% yield; for example, 0.34 means a 34% yield). From a dataset of Reaction yield outcomes from USPTO patents with 853,638 reactions. (1) The product is [C:11]([O:15][C:16]([NH:18][C:19]([CH3:26])([CH:20]=[O:21])[C:22]([O:24][CH3:25])=[O:23])=[O:17])([CH3:14])([CH3:13])[CH3:12]. The catalyst is C(Cl)Cl. The yield is 0.490. The reactants are C(Cl)(=O)C(Cl)=O.CS(C)=O.[C:11]([O:15][C:16]([NH:18][C@:19]([CH3:26])([C:22]([O:24][CH3:25])=[O:23])[CH2:20][OH:21])=[O:17])([CH3:14])([CH3:13])[CH3:12].CCN(CC)CC. (2) The reactants are [Cl:1][C:2]1[CH:7]=[CH:6][C:5]([CH2:8][C:9]([OH:11])=[O:10])=[CH:4][CH:3]=1.S(=O)(=O)(O)O.[CH2:17](O)[CH3:18]. No catalyst specified. The product is [CH2:17]([O:10][C:9](=[O:11])[CH2:8][C:5]1[CH:4]=[CH:3][C:2]([Cl:1])=[CH:7][CH:6]=1)[CH3:18]. The yield is 0.880. (3) The reactants are [CH:1]([C:4]1[N:24]=[C:7]2[CH:8]=[C:9]([NH:12][C:13]([C:15]3[N:19]([CH3:20])[N:18]=[CH:17][C:16]=3[C:21](O)=[O:22])=[O:14])[CH:10]=[CH:11][N:6]2[N:5]=1)([CH3:3])[CH3:2].[NH:25]1[CH2:29][CH2:28][CH2:27][CH2:26]1.CCCP(=O)=O.C(N(C(C)C)CC)(C)C. The catalyst is O1CCCC1. The product is [CH:1]([C:4]1[N:24]=[C:7]2[CH:8]=[C:9]([NH:12][C:13]([C:15]3[N:19]([CH3:20])[N:18]=[CH:17][C:16]=3[C:21]([N:25]3[CH2:29][CH2:28][CH2:27][CH2:26]3)=[O:22])=[O:14])[CH:10]=[CH:11][N:6]2[N:5]=1)([CH3:2])[CH3:3]. The yield is 0.935.